Dataset: Catalyst prediction with 721,799 reactions and 888 catalyst types from USPTO. Task: Predict which catalyst facilitates the given reaction. (1) Reactant: [C:1]([N:5]1[CH2:30][CH2:29][CH2:28][CH2:27][C:8]2[C:9]([Br:26])=[C:10]3[C:19]4[CH:18]=[C:17]([S:20]([CH2:22][CH3:23])=[O:21])[C:16]([O:24][CH3:25])=[CH:15][C:14]=4[CH2:13][CH2:12][N:11]3[C:7]=2[C:6]1=[O:31])([CH3:4])([CH3:3])[CH3:2].C(N1CCCCC2C(C3SC=CC=3)=C3C4C=C(N5C=C(C[C@@H](O)C[OH:59])N=N5)C(OC)=CC=4CCN3C=2C1=O)(C)(C)C.N1C=CN=C1.CCCC[N+](CCCC)(CCCC)CCCC.CCCC[N+](CCCC)(CCCC)CCCC.CCCC[N+](CCCC)(CCCC)CCCC.CCCC[N+](CCCC)(CCCC)CCCC.CCCC[N+](CCCC)(CCCC)CCCC.OS([O-])(=O)=O.OS(O[O-])(=O)=O.OS(O[O-])(=O)=O.[O-]S([O-])(=O)=O. Product: [C:1]([N:5]1[CH2:30][CH2:29][CH2:28][CH2:27][C:8]2[C:9]([Br:26])=[C:10]3[C:19]4[CH:18]=[C:17]([S:20]([CH2:22][CH3:23])(=[O:59])=[O:21])[C:16]([O:24][CH3:25])=[CH:15][C:14]=4[CH2:13][CH2:12][N:11]3[C:7]=2[C:6]1=[O:31])([CH3:2])([CH3:3])[CH3:4]. The catalyst class is: 4. (2) The catalyst class is: 70. Product: [Cl:44][C:39]1[CH:38]=[C:37]2[C:42]([CH:43]=[C:34]([C:16]3[CH:15]=[CH:14][C:13]([F:27])=[C:12]([NH:11][C:9]([NH:8][CH:1]4[CH2:2][CH2:3][CH2:4][CH2:5][CH2:6][CH2:7]4)=[O:10])[CH:17]=3)[C:35]([CH3:45])=[N:36]2)=[CH:41][N:40]=1. Reactant: [CH:1]1([NH:8][C:9]([NH:11][C:12]2[CH:17]=[C:16](B3OC(C)(C)C(C)(C)O3)[CH:15]=[CH:14][C:13]=2[F:27])=[O:10])[CH2:7][CH2:6][CH2:5][CH2:4][CH2:3][CH2:2]1.FC(F)(F)S(O[C:34]1[C:35]([CH3:45])=[N:36][C:37]2[C:42]([CH:43]=1)=[CH:41][N:40]=[C:39]([Cl:44])[CH:38]=2)(=O)=O.C([O-])([O-])=O.[K+].[K+]. (3) Reactant: CS[C:3]1[N:7]([C:8]([O:10][C:11]([CH3:14])([CH3:13])[CH3:12])=[O:9])[C@H:6]2[CH2:15][CH2:16][CH2:17][CH2:18][C@H:5]2[N:4]=1.[CH2:19]([NH2:26])[C:20]1[CH:25]=[CH:24][CH:23]=[CH:22][CH:21]=1. Product: [C:11]([O:10][C:8]([N:7]1[C@H:6]2[CH2:15][CH2:16][CH2:17][CH2:18][C@H:5]2[N:4]=[C:3]1[NH:26][CH2:19][C:20]1[CH:25]=[CH:24][CH:23]=[CH:22][CH:21]=1)=[O:9])([CH3:14])([CH3:13])[CH3:12]. The catalyst class is: 4. (4) Reactant: [C:1]([O:5][C:6](=[O:24])[N:7]([CH2:17][C:18]1[CH:23]=[CH:22][CH:21]=[CH:20][CH:19]=1)[CH2:8][CH2:9][C:10]1[CH:15]=[CH:14][C:13]([OH:16])=[CH:12][CH:11]=1)([CH3:4])([CH3:3])[CH3:2].C([O-])([O-])=O.[K+].[K+].[Cl:31][C:32]1[CH:39]=[C:38](F)[CH:37]=[CH:36][C:33]=1[C:34]#[N:35].O. Product: [C:1]([O:5][C:6](=[O:24])[N:7]([CH2:17][C:18]1[CH:23]=[CH:22][CH:21]=[CH:20][CH:19]=1)[CH2:8][CH2:9][C:10]1[CH:15]=[CH:14][C:13]([O:16][C:38]2[CH:37]=[CH:36][C:33]([C:34]#[N:35])=[C:32]([Cl:31])[CH:39]=2)=[CH:12][CH:11]=1)([CH3:4])([CH3:2])[CH3:3]. The catalyst class is: 3. (5) Reactant: [NH2:1][CH2:2][CH2:3][C:4]1[N:8]=[CH:7][NH:6][CH:5]=1.[OH-].[Na+].[CH:11](=O)[C:12]1[CH:17]=[CH:16][CH:15]=[CH:14][CH:13]=1.[ClH:19]. Product: [ClH:19].[ClH:19].[C:12]1([CH:11]2[C:5]3[N:6]=[CH:7][NH:8][C:4]=3[CH2:3][CH2:2][NH:1]2)[CH:17]=[CH:16][CH:15]=[CH:14][CH:13]=1. The catalyst class is: 24.